Dataset: Full USPTO retrosynthesis dataset with 1.9M reactions from patents (1976-2016). Task: Predict the reactants needed to synthesize the given product. (1) The reactants are: [C:1]([C:3](=[CH:9][NH:10][C:11]1[CH:12]=[N:13][CH:14]=[CH:15][CH:16]=1)[C:4]([O:6]CC)=O)#[N:2].CO.C(Cl)Cl. Given the product [OH:6][C:4]1[C:12]2[C:11](=[CH:16][CH:15]=[CH:14][N:13]=2)[N:10]=[CH:9][C:3]=1[C:1]#[N:2], predict the reactants needed to synthesize it. (2) Given the product [CH2:1]([O:8][CH:9]1[CH2:14][CH2:13][CH:12]([C:15]([NH2:20])=[O:17])[CH2:11][CH2:10]1)[C:2]1[CH:7]=[CH:6][CH:5]=[CH:4][CH:3]=1, predict the reactants needed to synthesize it. The reactants are: [CH2:1]([O:8][CH:9]1[CH2:14][CH2:13][CH:12]([C:15]([OH:17])=O)[CH2:11][CH2:10]1)[C:2]1[CH:7]=[CH:6][CH:5]=[CH:4][CH:3]=1.C([N:20](CC)CC)C.ClC(OCC)=O.